Dataset: Forward reaction prediction with 1.9M reactions from USPTO patents (1976-2016). Task: Predict the product of the given reaction. (1) Given the reactants [Cl:1][C:2]1[CH:7]=[CH:6][C:5]([NH:8][C:9]([NH:11][C:12]2[CH:17]=[CH:16][C:15]([O:18][C:19]3[CH:24]=[CH:23][N+:22]([O-])=[CH:21][CH:20]=3)=[CH:14][CH:13]=2)=[O:10])=[CH:4][C:3]=1[C:26]([F:29])([F:28])[F:27].C[Si]([C:34]#[N:35])(C)C.CN(C)C(Cl)=O.C(=O)([O-])[O-].[Na+].[Na+], predict the reaction product. The product is: [Cl:1][C:2]1[CH:7]=[CH:6][C:5]([NH:8][C:9]([NH:11][C:12]2[CH:17]=[CH:16][C:15]([O:18][C:19]3[CH:24]=[CH:23][N:22]=[C:21]([C:34]#[N:35])[CH:20]=3)=[CH:14][CH:13]=2)=[O:10])=[CH:4][C:3]=1[C:26]([F:29])([F:28])[F:27]. (2) Given the reactants [NH2:1][CH2:2][CH2:3][CH2:4][CH2:5][OH:6].[C:7]1(=[O:17])[O:12][C:10](=O)[C:9]2=[CH:13][CH:14]=[CH:15][CH:16]=[C:8]12.[CH2:18]([S:20](Cl)(=[O:22])=[O:21])[CH3:19], predict the reaction product. The product is: [CH2:18]([S:20]([O:6][CH2:5][CH2:4][CH2:3][CH2:2][N:1]1[C:7](=[O:17])[C:8]2[C:9](=[CH:13][CH:14]=[CH:15][CH:16]=2)[C:10]1=[O:12])(=[O:22])=[O:21])[CH3:19].